This data is from Reaction yield outcomes from USPTO patents with 853,638 reactions. The task is: Predict the reaction yield, written as a fraction of the theoretical maximum amount of product (1.0 means a 100% yield; for example, 0.34 means a 34% yield). (1) The reactants are [F:1][C:2]([F:12])([F:11])[C:3]1[CH:10]=[CH:9][C:6]([CH2:7][NH2:8])=[CH:5][CH:4]=1.F[C:14]1[CH:22]=[N:21][CH:20]=[CH:19][C:15]=1[C:16]([OH:18])=[O:17]. No catalyst specified. The product is [F:1][C:2]([F:11])([F:12])[C:3]1[CH:10]=[CH:9][C:6]([CH2:7][NH:8][C:19]2[CH:20]=[N:21][CH:22]=[CH:14][C:15]=2[C:16]([OH:18])=[O:17])=[CH:5][CH:4]=1. The yield is 0.280. (2) The reactants are [C:1]([Si:5]([CH3:29])([CH3:28])[O:6][C:7]1[CH:8]=[C:9]([CH:15]([OH:27])[C:16]2[CH:17]=[CH:18][C:19]([Cl:26])=[C:20]([S:22]([NH2:25])(=[O:24])=[O:23])[CH:21]=2)[CH:10]=[CH:11][C:12]=1[O:13][CH3:14])([CH3:4])([CH3:3])[CH3:2].CC(C)=O.OS(O)(=O)=O.O=[Cr](=O)=O. The catalyst is CC(C)=O. The product is [C:1]([Si:5]([CH3:29])([CH3:28])[O:6][C:7]1[CH:8]=[C:9]([CH:10]=[CH:11][C:12]=1[O:13][CH3:14])[C:15]([C:16]1[CH:17]=[CH:18][C:19]([Cl:26])=[C:20]([S:22]([NH2:25])(=[O:23])=[O:24])[CH:21]=1)=[O:27])([CH3:4])([CH3:3])[CH3:2]. The yield is 0.500. (3) The reactants are [CH3:1][CH:2]([C@H:4]1[CH2:8][O:7][C:6](=[O:9])[NH:5]1)[CH3:3].[F:10][C:11]([F:18])([F:17])[CH2:12][CH2:13][C:14](O)=[O:15]. No catalyst specified. The product is [CH3:1][CH:2]([C@H:4]1[CH2:8][O:7][C:6](=[O:9])[N:5]1[C:14](=[O:15])[CH2:13][CH2:12][C:11]([F:18])([F:17])[F:10])[CH3:3]. The yield is 0.400. (4) The reactants are [NH2:1][C:2]1[CH:7]=[CH:6][N:5]=[C:4]([Cl:8])[C:3]=1[O:9]C.[Cl:11][C:12]1[CH:13]=[C:14]([CH2:19][S:20](Cl)(=[O:22])=[O:21])[CH:15]=[C:16]([Cl:18])[CH:17]=1.B(Br)(Br)Br.C(Cl)Cl.C(O)C(O)C. The catalyst is N1C=CC=CC=1.C(O)CC. The product is [Cl:18][C:16]1[CH:15]=[C:14]([CH2:19][S:20]([NH:1][C:2]2[CH:7]=[CH:6][N:5]=[C:4]([Cl:8])[C:3]=2[OH:9])(=[O:22])=[O:21])[CH:13]=[C:12]([Cl:11])[CH:17]=1. The yield is 0.480. (5) The reactants are [NH:1]1[C:9]2[C:4](=[CH:5][C:6]([NH:10][C:11]3[C:20]4[C:15](=[CH:16][C:17]([O:29][CH3:30])=[CH:18][C:19]=4[O:21][CH:22]4[CH2:27][CH2:26][N:25]([CH3:28])[CH2:24][CH2:23]4)[N:14]=[CH:13][N:12]=3)=[CH:7][CH:8]=2)[CH:3]=[CH:2]1.[F:31][C:32]1[CH:39]=[CH:38][CH:37]=[C:36]([F:40])[C:33]=1[CH2:34]Cl. No catalyst specified. The product is [F:31][C:32]1[CH:39]=[CH:38][CH:37]=[C:36]([F:40])[C:33]=1[CH2:34][N:1]1[C:9]2[C:4](=[CH:5][C:6]([NH:10][C:11]3[C:20]4[C:15](=[CH:16][C:17]([O:29][CH3:30])=[CH:18][C:19]=4[O:21][CH:22]4[CH2:23][CH2:24][N:25]([CH3:28])[CH2:26][CH2:27]4)[N:14]=[CH:13][N:12]=3)=[CH:7][CH:8]=2)[CH:3]=[CH:2]1. The yield is 0.430. (6) The reactants are [NH2:1][C:2]1[CH:3]=[C:4]([C:8]2([CH3:23])[CH:13]3[CH:9]2[C:10](=[O:22])[N:11]([CH2:15][C:16]2[CH:21]=[CH:20][CH:19]=[CH:18][CH:17]=2)[C:12]3=[O:14])[CH:5]=[CH:6][CH:7]=1.N1C=CC=CC=1.[CH3:30][S:31](Cl)(=[O:33])=[O:32]. The catalyst is C(OCC)(=O)C. The product is [CH2:15]([N:11]1[C:12](=[O:14])[CH:13]2[CH:9]([C:8]2([C:4]2[CH:3]=[C:2]([NH:1][S:31]([CH3:30])(=[O:33])=[O:32])[CH:7]=[CH:6][CH:5]=2)[CH3:23])[C:10]1=[O:22])[C:16]1[CH:17]=[CH:18][CH:19]=[CH:20][CH:21]=1. The yield is 0.990. (7) The reactants are Br[C:2]1[C:10]2[C:5](=[CH:6][CH:7]=[C:8]([C:11]#[N:12])[CH:9]=2)[N:4]([CH:13]2[CH2:18][CH2:17][CH2:16][CH2:15][O:14]2)[N:3]=1.C(N(C(C)C)CC)(C)C.[C:28]1([C:34]#[CH:35])[CH:33]=[CH:32][CH:31]=[CH:30][CH:29]=1. The catalyst is Cl[Pd](Cl)([P](C1C=CC=CC=1)(C1C=CC=CC=1)C1C=CC=CC=1)[P](C1C=CC=CC=1)(C1C=CC=CC=1)C1C=CC=CC=1.[Cu]I.C(#N)C. The product is [O:14]1[CH2:15][CH2:16][CH2:17][CH2:18][CH:13]1[N:4]1[C:5]2[C:10](=[CH:9][C:8]([C:11]#[N:12])=[CH:7][CH:6]=2)[C:2]([C:35]#[C:34][C:28]2[CH:33]=[CH:32][CH:31]=[CH:30][CH:29]=2)=[N:3]1. The yield is 0.762. (8) The catalyst is O1CCCC1.CO.C(OCC)(=O)C. The product is [I:33][C:2]1[CH:15]=[CH:14][C:13]2[C:4](=[C:5]([C:22]3[CH:27]=[CH:26][CH:25]=[CH:24][CH:23]=3)[C:6]3[C:11]([C:12]=2[C:16]2[CH:21]=[CH:20][CH:19]=[CH:18][CH:17]=2)=[CH:10][CH:9]=[CH:8][CH:7]=3)[CH:3]=1. The reactants are Br[C:2]1[CH:15]=[CH:14][C:13]2[C:4](=[C:5]([C:22]3[CH:27]=[CH:26][CH:25]=[CH:24][CH:23]=3)[C:6]3[C:11]([C:12]=2[C:16]2[CH:21]=[CH:20][CH:19]=[CH:18][CH:17]=2)=[CH:10][CH:9]=[CH:8][CH:7]=3)[CH:3]=1.C([Li])CCC.[I:33]I.S([O-])([O-])(=O)=S.[Na+].[Na+]. The yield is 0.900. (9) The reactants are C([O:8][C:9]1[CH:14]=[CH:13][C:12]([CH2:15][C@H:16]([NH:42][C:43](=[O:55])[C@@H:44]([N:46]([CH3:54])[C:47](=[O:53])[O:48][C:49]([CH3:52])([CH3:51])[CH3:50])[CH3:45])[C:17](=[O:41])[N:18]2[C@H:27]([C:28](=[O:40])[NH:29][C@H:30]3[C:39]4[C:34](=[CH:35][CH:36]=[CH:37][CH:38]=4)[CH2:33][CH2:32][CH2:31]3)[CH2:26][C:25]3[C:20](=[CH:21][CH:22]=[CH:23][CH:24]=3)[CH2:19]2)=[CH:11][CH:10]=1)C1C=CC=CC=1.CCOC(C)=O. The catalyst is [Pd].CO. The product is [OH:8][C:9]1[CH:10]=[CH:11][C:12]([CH2:15][C@H:16]([NH:42][C:43](=[O:55])[C@@H:44]([N:46]([CH3:54])[C:47](=[O:53])[O:48][C:49]([CH3:50])([CH3:51])[CH3:52])[CH3:45])[C:17](=[O:41])[N:18]2[C@H:27]([C:28](=[O:40])[NH:29][C@H:30]3[C:39]4[C:34](=[CH:35][CH:36]=[CH:37][CH:38]=4)[CH2:33][CH2:32][CH2:31]3)[CH2:26][C:25]3[C:20](=[CH:21][CH:22]=[CH:23][CH:24]=3)[CH2:19]2)=[CH:13][CH:14]=1. The yield is 0.980.